This data is from Full USPTO retrosynthesis dataset with 1.9M reactions from patents (1976-2016). The task is: Predict the reactants needed to synthesize the given product. Given the product [N:1]1[N:2]([CH2:11][CH2:12][OH:13])[CH:3]=[C:4]2[C:9]=1[CH:8]=[CH:7][CH:6]=[CH:5]2, predict the reactants needed to synthesize it. The reactants are: [NH:1]1[C:9]2[C:4](=[CH:5][CH:6]=[CH:7][CH:8]=2)[CH:3]=[N:2]1.Br[CH2:11][CH2:12][OH:13].